This data is from Full USPTO retrosynthesis dataset with 1.9M reactions from patents (1976-2016). The task is: Predict the reactants needed to synthesize the given product. (1) The reactants are: [F-].C([N+](CCCC)(CCCC)CCCC)CCC.[Br:19][C:20]1[CH:21]=[C:22]2[C:27](=[CH:28][C:29]=1[CH2:30][N:31]1[CH2:35][CH2:34][C@@H:33]([O:36][Si](C(C)(C)C)(C)C)[CH2:32]1)[NH:26][C:25](=[O:44])[N:24]([CH2:45][C:46]1[CH:51]=[C:50]([Cl:52])[CH:49]=[CH:48][C:47]=1[S:53]([CH2:56][CH3:57])(=[O:55])=[O:54])[C:23]2=[O:58]. Given the product [Br:19][C:20]1[CH:21]=[C:22]2[C:27](=[CH:28][C:29]=1[CH2:30][N:31]1[CH2:35][CH2:34][C@@H:33]([OH:36])[CH2:32]1)[NH:26][C:25](=[O:44])[N:24]([CH2:45][C:46]1[CH:51]=[C:50]([Cl:52])[CH:49]=[CH:48][C:47]=1[S:53]([CH2:56][CH3:57])(=[O:55])=[O:54])[C:23]2=[O:58], predict the reactants needed to synthesize it. (2) Given the product [F:18][C:19]1[CH:24]=[CH:23][CH:22]=[CH:21][C:20]=1[C:25]1[N:36]=[CH:37][NH:38][C:13]=1[C:11]1[N:10]=[CH:9][C:8]2[N:15]=[C:5]([NH:4][CH:1]([CH3:3])[CH3:2])[S:6][C:7]=2[CH:12]=1, predict the reactants needed to synthesize it. The reactants are: [CH:1]([NH:4][C:5]1[S:6][C:7]2[CH:12]=[C:11]([CH:13]=O)[N:10]=[CH:9][C:8]=2[N:15]=1)([CH3:3])[CH3:2].[NH4+].[OH-].[F:18][C:19]1[CH:24]=[CH:23][CH:22]=[CH:21][C:20]=1[CH:25]([N+:36]#[C-:37])S(C1C=CC(C)=CC=1)(=O)=O.[NH:38]1CCNCC1. (3) Given the product [ClH:35].[Br:1][C:2]1[CH:3]=[C:4]([CH:32]=[CH:33][CH:34]=1)[O:5][C:6]1[CH:7]=[C:8]([S:23][C:24]2[CH:29]=[CH:28][CH:27]=[C:26]([O:30][CH3:31])[CH:25]=2)[C:9]([NH:12][C:13]2[S:17][N:16]=[C:15]([CH:18]3[CH2:22][CH2:21][CH2:20][O:19]3)[N:14]=2)=[N:10][CH:11]=1, predict the reactants needed to synthesize it. The reactants are: [Br:1][C:2]1[CH:3]=[C:4]([CH:32]=[CH:33][CH:34]=1)[O:5][C:6]1[CH:7]=[C:8]([S:23][C:24]2[CH:29]=[CH:28][CH:27]=[C:26]([O:30][CH3:31])[CH:25]=2)[C:9]([NH:12][C:13]2[S:17][N:16]=[C:15]([CH:18]3[CH2:22][CH2:21][CH2:20][O:19]3)[N:14]=2)=[N:10][CH:11]=1.[ClH:35].CCOCC. (4) Given the product [O:30]1[C:34]2[CH:35]=[CH:36][C:37]([C:39]3([CH2:54][CH2:55][C:56]([OH:58])=[O:57])[C:47]4[C:42](=[CH:43][CH:44]=[CH:45][CH:46]=4)[N:41]([CH2:48][CH2:49][CH2:50][CH2:51][CH3:52])[C:40]3=[O:53])=[CH:38][C:33]=2[O:32][CH2:31]1, predict the reactants needed to synthesize it. The reactants are: O1C2C=CC(C3(CC(OC)=O)C4C(=CC=CC=4)N(CCCCC)C3=O)=CC=2OC1.[O:30]1[C:34]2[CH:35]=[CH:36][C:37]([C:39]3([CH2:54][CH2:55][C:56]([O:58]C)=[O:57])[C:47]4[C:42](=[CH:43][CH:44]=[CH:45][CH:46]=4)[N:41]([CH2:48][CH2:49][CH2:50][CH2:51][CH3:52])[C:40]3=[O:53])=[CH:38][C:33]=2[O:32][CH2:31]1. (5) The reactants are: CO[C:3](=[O:8])[CH2:4][C:5](=O)[CH3:6].Br[CH2:10][C:11]([C:13]1[CH:18]=[C:17]([C:19]([F:22])([F:21])[F:20])[CH:16]=[CH:15][C:14]=1[Cl:23])=O.[CH2:24]([NH2:30])[C@@H:25]1[O:29][CH2:28][CH2:27][CH2:26]1.[NH2:31][C@@H:32]1[CH2:37][CH2:36][CH2:35][CH2:34][C@H:33]1[OH:38]. Given the product [OH:38][C@@H:33]1[CH2:34][CH2:35][CH2:36][CH2:37][C@H:32]1[NH:31][C:3]([C:4]1[CH:10]=[C:11]([C:13]2[CH:18]=[C:17]([C:19]([F:22])([F:21])[F:20])[CH:16]=[CH:15][C:14]=2[Cl:23])[N:30]([CH2:24][C@H:25]2[CH2:26][CH2:27][CH2:28][O:29]2)[C:5]=1[CH3:6])=[O:8], predict the reactants needed to synthesize it. (6) Given the product [ClH:1].[NH2:22][CH2:21][CH2:20][O:19][C:7]1[CH:8]=[CH:9][C:10]2[C:11]3[S:15][C:14]([CH2:16][CH2:17][CH3:18])=[N:13][C:12]=3[C:3]([NH2:2])=[N:4][C:5]=2[CH:6]=1, predict the reactants needed to synthesize it. The reactants are: [ClH:1].[NH2:2][C:3]1[C:12]2[N:13]=[C:14]([CH2:16][CH2:17][CH3:18])[S:15][C:11]=2[C:10]2[CH:9]=[CH:8][C:7]([O:19][CH2:20][CH2:21][NH:22]C(=O)OC(C)(C)C)=[CH:6][C:5]=2[N:4]=1. (7) Given the product [Br:9][C:10]1[CH:18]=[CH:17][C:13]([C:14]([N:5]2[CH2:6][CH2:7][C@@H:3]([N:2]([CH3:8])[CH3:1])[CH2:4]2)=[O:15])=[C:12]([CH3:19])[CH:11]=1, predict the reactants needed to synthesize it. The reactants are: [CH3:1][N:2]([CH3:8])[C@@H:3]1[CH2:7][CH2:6][NH:5][CH2:4]1.[Br:9][C:10]1[CH:18]=[CH:17][C:13]([C:14](O)=[O:15])=[C:12]([CH3:19])[CH:11]=1. (8) Given the product [CH2:16]([N:23]1[CH2:29][CH2:9][C:8]([C:6]2[CH:5]=[C:4]([Cl:14])[C:3]([Cl:15])=[C:2]([Cl:1])[CH:7]=2)([C:10]([F:13])([F:12])[F:11])[CH2:24]1)[C:17]1[CH:22]=[CH:21][CH:20]=[CH:19][CH:18]=1, predict the reactants needed to synthesize it. The reactants are: [Cl:1][C:2]1[CH:7]=[C:6]([C:8]([C:10]([F:13])([F:12])[F:11])=[CH2:9])[CH:5]=[C:4]([Cl:14])[C:3]=1[Cl:15].[CH2:16]([N:23]([CH2:29]OC)[CH2:24][Si](C)(C)C)[C:17]1[CH:22]=[CH:21][CH:20]=[CH:19][CH:18]=1.C(O)(C(F)(F)F)=O.